Task: Predict the reactants needed to synthesize the given product.. Dataset: Full USPTO retrosynthesis dataset with 1.9M reactions from patents (1976-2016) (1) Given the product [C:11]1([CH2:10][CH2:9][CH2:8][C:5]2[CH:6]=[CH:7][C:2](/[CH:22]=[CH:21]/[CH:20]=[O:19])=[CH:3][CH:4]=2)[CH:16]=[CH:15][CH:14]=[CH:13][CH:12]=1, predict the reactants needed to synthesize it. The reactants are: Br[C:2]1[CH:7]=[CH:6][C:5]([CH2:8][CH2:9][CH2:10][C:11]2[CH:16]=[CH:15][CH:14]=[CH:13][CH:12]=2)=[CH:4][CH:3]=1.C([O:19][CH:20](OCC)[CH:21]=[CH2:22])C.C(=O)([O-])[O-].[K+].[K+].[Cl-].[K+].Cl. (2) Given the product [NH2:28][C:11]1[N:12]=[CH:13][C:14]([C:16]2[CH:17]=[N:18][N:19]([CH2:21][CH2:22][OH:23])[CH:20]=2)=[CH:15][C:10]=1[C:2]1[O:1][C:5]2[CH:6]=[CH:7][CH:8]=[CH:9][C:4]=2[N:3]=1, predict the reactants needed to synthesize it. The reactants are: [O:1]1[C:5]2[CH:6]=[CH:7][CH:8]=[CH:9][C:4]=2[N:3]=[C:2]1[C:10]1[C:11]([NH2:28])=[N:12][CH:13]=[C:14]([C:16]2[CH:17]=[N:18][N:19]([CH2:21][CH2:22][O:23]C(C)(C)C)[CH:20]=2)[CH:15]=1.N. (3) Given the product [CH:31]([C:28]1[CH:29]=[CH:30][C:25]([N:19]([CH2:20][CH:21]2[CH2:22][O:23][CH2:24]2)[S:16]([C:13]2[CH:14]=[CH:15][C:10]([O:8][CH2:7][CH:4]3[CH2:5][CH2:6][O:1][CH2:2][CH2:3]3)=[CH:11][CH:12]=2)(=[O:18])=[O:17])=[N:26][CH:27]=1)([CH3:33])[CH3:32], predict the reactants needed to synthesize it. The reactants are: [O:1]1[CH2:6][CH2:5][CH:4]([CH2:7][OH:8])[CH2:3][CH2:2]1.F[C:10]1[CH:15]=[CH:14][C:13]([S:16]([N:19]([C:25]2[CH:30]=[CH:29][C:28]([CH:31]([CH3:33])[CH3:32])=[CH:27][N:26]=2)[CH2:20][CH:21]2[CH2:24][O:23][CH2:22]2)(=[O:18])=[O:17])=[CH:12][CH:11]=1.[H-].[Na+]. (4) Given the product [Cl:17][CH2:2][C:3]1[S:7][C:6]([N:8]2[CH2:13][CH2:12][NH:11][C:10](=[O:14])[CH2:9]2)=[N:5][CH:4]=1, predict the reactants needed to synthesize it. The reactants are: O[CH2:2][C:3]1[S:7][C:6]([N:8]2[CH2:13][CH2:12][NH:11][C:10](=[O:14])[CH2:9]2)=[N:5][CH:4]=1.S(Cl)([Cl:17])=O. (5) The reactants are: C([NH:8][C:9]1[CH:26]=[C:25]2[C:12]([S:13](=[O:29])(=[O:28])[NH:14][C:15]3[C:24]2=[CH:23][C:22]([Cl:27])=[C:21]2[C:16]=3[N:17]=[CH:18][CH:19]=[CH:20]2)=[CH:11][CH:10]=1)C1C=CC=CC=1.C([O-])(O)=O.[Na+]. Given the product [Cl:27][C:22]1[CH:23]=[C:24]2[C:15](=[C:16]3[C:21]=1[CH:20]=[CH:19][CH:18]=[N:17]3)[NH:14][S:13](=[O:28])(=[O:29])[C:12]1[C:25]2=[CH:26][C:9]([NH2:8])=[CH:10][CH:11]=1, predict the reactants needed to synthesize it. (6) Given the product [CH2:20]([O:19][C:17]([CH:16]([CH2:22][CH2:23][CH3:24])[CH2:15][C:10]1[CH:11]=[CH:12][CH:13]=[CH:14][C:9]=1[N:5]1[CH2:6][CH2:7][CH2:8][CH:3]([CH2:2][N:29]2[C:28](=[O:30])[C:27]3=[CH:31][CH:32]=[CH:33][CH:34]=[C:26]3[C:25]2=[O:35])[CH2:4]1)=[O:18])[CH3:21], predict the reactants needed to synthesize it. The reactants are: O[CH2:2][CH:3]1[CH2:8][CH2:7][CH2:6][N:5]([C:9]2[CH:14]=[CH:13][CH:12]=[CH:11][C:10]=2[CH2:15][CH:16]([CH2:22][CH2:23][CH3:24])[C:17]([O:19][CH2:20][CH3:21])=[O:18])[CH2:4]1.[C:25]1(=[O:35])[NH:29][C:28](=[O:30])[C:27]2=[CH:31][CH:32]=[CH:33][CH:34]=[C:26]12.